From a dataset of CYP2C9 inhibition data for predicting drug metabolism from PubChem BioAssay. Regression/Classification. Given a drug SMILES string, predict its absorption, distribution, metabolism, or excretion properties. Task type varies by dataset: regression for continuous measurements (e.g., permeability, clearance, half-life) or binary classification for categorical outcomes (e.g., BBB penetration, CYP inhibition). Dataset: cyp2c9_veith. (1) The drug is C[C@H]1CS(=O)(=O)CCN1/N=C\c1ccc([N+](=O)[O-])o1. The result is 0 (non-inhibitor). (2) The drug is Nc1nc(SCc2ccc([N+](=O)[O-])cc2)c2ncn([C@@H]3O[C@@H](CO)[C@@H](O)[C@H]3O)c2n1. The result is 0 (non-inhibitor). (3) The drug is COc1ccc(-c2c(C)nn(Cc3ccccc3)c2N)cc1. The result is 1 (inhibitor). (4) The compound is CN(C)c1ncc(S(=O)(=O)c2ccccc2)c(-c2ccc(Cl)cc2Cl)n1. The result is 1 (inhibitor). (5) The drug is C=CCNC(=O)c1onc(CSc2ccc(F)cc2)c1C(=O)O. The result is 1 (inhibitor). (6) The drug is N#CCCn1c(=O)c(-c2ccccc2)nc2cnc(N3CCNCC3)nc21. The result is 1 (inhibitor).